This data is from Reaction yield outcomes from USPTO patents with 853,638 reactions. The task is: Predict the reaction yield, written as a fraction of the theoretical maximum amount of product (1.0 means a 100% yield; for example, 0.34 means a 34% yield). (1) The reactants are [F:1][C:2]1[CH:3]=[C:4]([C:27]2[CH:32]=[CH:31][CH:30]=[CH:29][C:28]=2[C:33]2[NH:37][C:36](=[O:38])[O:35][N:34]=2)[CH:5]=[CH:6][C:7]=1[CH2:8][C:9]1[C:10](=[O:26])[N:11]([CH2:19][CH:20]([OH:25])[C:21]([CH3:24])([CH3:23])[CH3:22])[C:12]([CH3:18])=[N:13][C:14]=1[CH2:15][CH2:16][CH3:17].CC(OI1(OC(C)=O)(OC(C)=O)OC(=O)C2C1=CC=CC=2)=O.C(=O)([O-])O.[Na+].O.O.O.O.O.S([O-])([O-])(=O)=S.[Na+].[Na+]. The catalyst is C(Cl)(Cl)Cl.C(Cl)Cl. The product is [CH3:23][C:21]([CH3:22])([CH3:24])[C:20](=[O:25])[CH2:19][N:11]1[C:10](=[O:26])[C:9]([CH2:8][C:7]2[CH:6]=[CH:5][C:4]([C:27]3[CH:32]=[CH:31][CH:30]=[CH:29][C:28]=3[C:33]3[NH:37][C:36](=[O:38])[O:35][N:34]=3)=[CH:3][C:2]=2[F:1])=[C:14]([CH2:15][CH2:16][CH3:17])[N:13]=[C:12]1[CH3:18]. The yield is 0.530. (2) The reactants are O.O.[Sn](Cl)Cl.[N+:6]([C:9]1[CH:10]=[C:11]([C:19]([F:22])([F:21])[F:20])[C:12]([CH:15]([CH3:18])[C:16]#[N:17])=[N:13][CH:14]=1)([O-])=O. The catalyst is CC(=O)OCC. The product is [NH2:6][C:9]1[CH:10]=[C:11]([C:19]([F:22])([F:20])[F:21])[C:12]([CH:15]([CH3:18])[C:16]#[N:17])=[N:13][CH:14]=1. The yield is 0.850. (3) The reactants are [OH:1][CH:2]1[CH2:7][CH2:6][NH:5][CH2:4][CH2:3]1.C(N(CC)CC)C.[C:15](Cl)(=[O:17])[CH3:16]. The catalyst is C(Cl)Cl. The product is [OH:1][CH:2]1[CH2:7][CH2:6][N:5]([C:15](=[O:17])[CH3:16])[CH2:4][CH2:3]1. The yield is 0.800. (4) The reactants are [CH2:1]([OH:7])[CH2:2][C:3]#[C:4][CH2:5][CH3:6].[S:8](Cl)([C:11]1[CH:17]=[CH:16][C:14]([CH3:15])=[CH:13][CH:12]=1)(=[O:10])=[O:9].CCN(CC)CC. The catalyst is CN(C1C=CN=CC=1)C. The product is [CH3:15][C:14]1[CH:16]=[CH:17][C:11]([S:8]([O:7][CH2:1][CH2:2][C:3]#[C:4][CH2:5][CH3:6])(=[O:10])=[O:9])=[CH:12][CH:13]=1. The yield is 0.980. (5) The reactants are [BH4-].[Li+].C[O:4][C:5](=O)[C:6]1[C:7](=[CH:15][CH:16]=[CH:17][C:18]=1[CH2:19][N:20]([C:22]([O:24][C:25]([CH3:28])([CH3:27])[CH3:26])=[O:23])[CH3:21])[C:8]([N:10]([CH2:13][CH3:14])[CH2:11][CH3:12])=[O:9]. The catalyst is CCOCC.C1COCC1. The product is [C:25]([O:24][C:22](=[O:23])[N:20]([CH2:19][C:18]1[CH:17]=[CH:16][CH:15]=[C:7]([C:8](=[O:9])[N:10]([CH2:13][CH3:14])[CH2:11][CH3:12])[C:6]=1[CH2:5][OH:4])[CH3:21])([CH3:27])([CH3:28])[CH3:26]. The yield is 0.960. (6) The reactants are [N+:1]([O-:4])(O)=[O:2].[N:5]1[CH:10]=[CH:9][CH:8]=[C:7]([C:11]2[CH:16]=[CH:15][C:14]([OH:17])=[CH:13][CH:12]=2)[CH:6]=1.O.[OH-].[Na+]. The catalyst is C(O)(=O)C. The product is [N+:1]([C:13]1[CH:12]=[C:11]([C:7]2[CH:6]=[N:5][CH:10]=[CH:9][CH:8]=2)[CH:16]=[CH:15][C:14]=1[OH:17])([O-:4])=[O:2]. The yield is 0.430.